This data is from Rat liver microsome stability data. The task is: Regression/Classification. Given a drug SMILES string, predict its absorption, distribution, metabolism, or excretion properties. Task type varies by dataset: regression for continuous measurements (e.g., permeability, clearance, half-life) or binary classification for categorical outcomes (e.g., BBB penetration, CYP inhibition). Dataset: rlm. (1) The result is 1 (stable in rat liver microsomes). The drug is N#Cc1cc(Cl)c(F)c(-c2cc(-n3cccn3)ncn2)c1. (2) The compound is O=C(NCc1ccc(Cl)cc1Cl)c1ccc(OCC(F)(F)F)nc1. The result is 1 (stable in rat liver microsomes). (3) The drug is CS(=O)(=O)N1CCN(C(=O)c2cnc3ccsc3c2N2CCC(C#N)(c3ccccc3)CC2)CC1. The result is 1 (stable in rat liver microsomes).